From a dataset of Catalyst prediction with 721,799 reactions and 888 catalyst types from USPTO. Predict which catalyst facilitates the given reaction. (1) Reactant: [F:1][C:2]1[CH:3]=[C:4]([CH:10]=[C:11](N)[CH:12]=1)[C:5]([O:7][CH2:8][CH3:9])=[O:6].N([O-])=O.[Na+].[I-:18].[K+]. Product: [F:1][C:2]1[CH:3]=[C:4]([CH:10]=[C:11]([I:18])[CH:12]=1)[C:5]([O:7][CH2:8][CH3:9])=[O:6]. The catalyst class is: 126. (2) Reactant: N1C2CCNCC=2SC=1.[N:10]([CH2:13][CH2:14][CH2:15][C:16]1([C:45]2[CH:50]=[CH:49][CH:48]=[CH:47][CH:46]=2)[N:20]([C:21]2[S:22][C:23]3[CH2:24][N:25]([C:30](OC(C)(C)C)=O)[CH2:26][CH2:27][C:28]=3[N:29]=2)[N:19]=[C:18]([C:37]2[CH:42]=[C:41]([F:43])[CH:40]=[CH:39][C:38]=2[F:44])[S:17]1)=[N+]=[N-].C(O)(C(F)(F)F)=O. Product: [F:44][C:38]1[CH:39]=[CH:40][C:41]([F:43])=[CH:42][C:37]=1[C:18]1[S:17][C:16]([CH2:15][CH2:14][CH2:13][NH2:10])([C:45]2[CH:50]=[CH:49][CH:48]=[CH:47][CH:46]=2)[N:20]([C:21]2[S:22][C:23]3[CH2:24][N:25]([CH3:30])[CH2:26][CH2:27][C:28]=3[N:29]=2)[N:19]=1. The catalyst class is: 2. (3) Reactant: [NH2:1][C:2]1[C:3]([F:24])=[C:4]([CH:9]([O:22][CH3:23])[C:10]([NH:12][CH2:13][C:14]2[CH:19]=[CH:18][C:17]([C:20]#[N:21])=[CH:16][CH:15]=2)=[O:11])[C:5]([F:8])=[CH:6][CH:7]=1. Product: [C:20]([C:17]1[CH:18]=[CH:19][C:14]([CH2:13][NH:12][C:10](=[O:11])[CH:9]([C:4]2[C:5]([F:8])=[CH:6][CH:7]=[C:2]([NH:1][C:2]3[CH:3]=[CH:4][CH:5]=[CH:6][CH:7]=3)[C:3]=2[F:24])[O:22][CH3:23])=[CH:15][CH:16]=1)#[N:21]. The catalyst class is: 4.